This data is from Catalyst prediction with 721,799 reactions and 888 catalyst types from USPTO. The task is: Predict which catalyst facilitates the given reaction. (1) Reactant: [O:1]1[C:10]2[C:5](=[CH:6][CH:7]=[CH:8][CH:9]=2)[CH2:4][CH2:3][CH2:2]1.[OH:11][N:12]1[C:16](=[O:17])[C:15]2=[CH:18][CH:19]=[CH:20][CH:21]=[C:14]2[C:13]1=[O:22].[CH:23]1[CH:28]=CC(P([C:23]2[CH:28]=CC=[CH:25][CH:24]=2)[C:23]2[CH:28]=CC=[CH:25][CH:24]=2)=[CH:25][CH:24]=1.[C:42](=[O:44])=O.N(C(OC(C)C)=O)=N[C:47](OC(C)C)=O. Product: [OH:1][C:10]1[C:5]([CH3:6])=[C:4]2[C:42](=[C:8]([CH3:7])[C:9]=1[CH3:47])[O:44][C:23]([CH2:24][CH2:25][O:11][N:12]1[C:13](=[O:22])[C:14]3=[CH:21][CH:20]=[CH:19][CH:18]=[C:15]3[C:16]1=[O:17])([CH3:28])[CH2:2][CH2:3]2. The catalyst class is: 219. (2) Reactant: [Cl:1][C:2]1[CH:7]=[C:6]([Cl:8])[CH:5]=[CH:4][N:3]=1.[Li+].CC([N-]C(C)C)C.Cl[C:18]([O:20][CH2:21][CH3:22])=[O:19].C([O-])(O)=O.[Na+]. Product: [Cl:1][C:2]1[C:7]([CH2:18][OH:19])=[C:6]([Cl:8])[CH:5]=[CH:4][N:3]=1.[CH2:21]([O:20][C:18](=[O:19])[C:7]1[C:6]([Cl:8])=[CH:5][CH:4]=[N:3][C:2]=1[Cl:1])[CH3:22]. The catalyst class is: 1. (3) Reactant: [C:1]([O:5][C:6]([N:8]1[CH2:13][CH2:12][CH:11]([CH:14]=[C:15](Br)Br)[CH2:10][CH2:9]1)=[O:7])([CH3:4])([CH3:3])[CH3:2].[Li]CCCC.[CH2:23]=[O:24]. Product: [C:1]([O:5][C:6]([N:8]1[CH2:13][CH2:12][CH:11]([C:14]#[C:15][CH2:23][OH:24])[CH2:10][CH2:9]1)=[O:7])([CH3:4])([CH3:3])[CH3:2]. The catalyst class is: 1.